From a dataset of Experimentally validated miRNA-target interactions with 360,000+ pairs, plus equal number of negative samples. Binary Classification. Given a miRNA mature sequence and a target amino acid sequence, predict their likelihood of interaction. (1) The miRNA is hsa-miR-518a-5p with sequence CUGCAAAGGGAAGCCCUUUC. The protein sequence of the target gene is MEYAMKSLSLLYPKSLSRHVSVRTSVVTQQLLSEPSPKAPRARPCRVSTADRSVRKGIMAYSLEDLLLKVRDTLMLADKPFFLVLEEDGTTVETEEYFQALAGDTVFMVLQKGQKWQPPSEQGTRHPLSLSHKPAKKIDVARVTFDLYKLNPQDFIGCLNVKATFYDTYSLSYDLHCCGAKRIMKEAFRWALFSMQATGHVLLGTSCYLQQLLDATEEGQPPKGKASSLIPTCLKILQ. Result: 1 (interaction). (2) The miRNA is hsa-miR-4669 with sequence UGUGUCCGGGAAGUGGAGGAGG. The protein sequence of the target gene is MAAVGAGGSTAAPGPGAVSAGALEPGTASAAHRRLKYISLAVLVVQNASLILSIRYARTLPGDRFFATTAVVMAEVLKGLTCLLLLFAQKRGNVKHLVLFLHEAVLVQYVDTLKLAVPSLIYTLQNNLQYVAISNLPAATFQVTYQLKILTTALFSVLMLNRSLSRLQWASLLLLFTGVAIVQAQQAGGGGPRPLDQNPGAGLAAVVASCLSSGFAGVYFEKILKGSSGSVWLRNLQLGLFGTALGLVGLWWAEGTAVATRGFFFGYTPAVWGVVLNQAFGGLLVAVVVKYADNILKGFA.... Result: 1 (interaction). (3) The miRNA is hsa-miR-6850-3p with sequence CCCGGCCGGAACGCCGCACU. The protein sequence of the target gene is MSYNCCSGNFSSRSCGDYLRYPASSRGFSYPSNLVYSTDLCSPSTCQLGSSLYRGCQEICWEPTSCQTSYVESSPCQTSCYRPRTSLLCSPCKTTYSGSLGFGSSSCRSLGYGSRSCYSVGCGSSGVRSLGYGSCGFPSLGYGSGFCRPTYLASRSCQSPCYRPAYGSTFCRSTC. Result: 0 (no interaction). (4) Result: 0 (no interaction). The protein sequence of the target gene is MGAHASVTDTNILSGLESNATGVTAFSMPGWQLALWATAYLALVLVAVTGNATVIWIILAHERMRTVTNYFIINLALADLCMAAFNATFNFIYASHNIWYFGSTFCYFQNLFPVTAMFVSIYSMTAIAADRYMAIVHPFQPRLSAPSTKAVIAVIWLVALALASPQCFYSTITVDQGATKCVVAWPNDNGGKMLLLYHLVVFVLIYFLPLVVMFAAYSVIGLTLWKRAVPRHQAHGANLRHLQAKKKFVKAMVLVVVTFAICWLPYHLYFILGTFQEDIYYRKFIQQVYLALFWLAMSST.... The miRNA is cel-miR-255-3p with sequence AAACUGAAGAGAUUUUUUACAG. (5) The miRNA is cel-miR-228-5p with sequence AAUGGCACUGCAUGAAUUCACGG. The protein sequence of the target gene is MGVTCVSQMPVAEGKSVQQTVELLTRKLEMLGAEKQGTFCVDCETYHTAASTLGSQGQTGKLMYVMHNSEYPLSCFALFENGPCLIADTNFDVLMVKLKGFFQSAKASKIETRGTRYQYCDFLVKVGTVTMGPSARGISVEVEYGPCVVASDCWSLLLEFLQSFLGSHTPGAPAVFGNRHDAVYGPADTMVQYMELFNKIRKQQQVPVAGIR. Result: 0 (no interaction). (6) The miRNA is hsa-miR-1233-3p with sequence UGAGCCCUGUCCUCCCGCAG. The protein sequence of the target gene is MKHTLALLAPLLGLGLGLALSQLAAGATDCKFLGPAEHLTFTPAARARWLAPRVRAPGLLDSLYGTVRRFLSVVQLNPFPSELVKALLNELASVKVNEVVRYEAGYVVCAVIAGLYLLLVPTAGLCFCCCRCHRRCGGRVKTEHKALACERAALMVFLLLTTLLLLIGVVCAFVTNQRTHEQMGPSIEAMPETLLSLWGLVSDVPQELQAVAQQFSLPQEQVSEELDGVGVSIGSAIHTQLRSSVYPLLAAVGSLGQVLQVSVHHLQTLNATVVELQAGQQDLEPAIREHRDRLLELLQE.... Result: 1 (interaction).